This data is from Full USPTO retrosynthesis dataset with 1.9M reactions from patents (1976-2016). The task is: Predict the reactants needed to synthesize the given product. (1) Given the product [F:3][C:4]1[CH:5]=[C:6]([C:16]2[CH:21]=[CH:20][CH:19]=[C:18]([CH2:22][N:23]([CH3:33])[C:24](=[O:32])[CH2:25][CH2:26][CH2:27][CH2:28][CH2:29][CH2:30][CH3:31])[CH:17]=2)[CH:7]=[CH:8][C:9]=1[CH:10]=[CH:11][C:12]([OH:14])=[O:13], predict the reactants needed to synthesize it. The reactants are: [OH-].[Na+].[F:3][C:4]1[CH:5]=[C:6]([C:16]2[CH:21]=[CH:20][CH:19]=[C:18]([CH2:22][N:23]([CH3:33])[C:24](=[O:32])[CH2:25][CH2:26][CH2:27][CH2:28][CH2:29][CH2:30][CH3:31])[CH:17]=2)[CH:7]=[CH:8][C:9]=1[CH:10]=[CH:11][C:12]([O:14]C)=[O:13].O.C(O)(=O)C. (2) Given the product [C:1]([O:5][C:6]([NH:8][CH2:9][C:10]([NH:13][CH:14]([C:20](=[O:22])[CH3:21])[C:15]([O:17][CH2:18][CH3:19])=[O:16])=[O:12])=[O:7])([CH3:2])([CH3:3])[CH3:4], predict the reactants needed to synthesize it. The reactants are: [C:1]([O:5][C:6]([NH:8][CH2:9][C:10]([OH:12])=O)=[O:7])([CH3:4])([CH3:3])[CH3:2].[NH2:13][CH:14]([C:20](=[O:22])[CH3:21])[C:15]([O:17][CH2:18][CH3:19])=[O:16].Cl.C(N=C=NCCCN(C)C)C.ON1C2C=CC=CC=2N=N1.C(N(CC)CC)C.C(=O)(O)[O-].[Na+]. (3) Given the product [CH3:28][C:29]([CH3:38])([CH:36]=[CH2:37])[CH2:30][C:31]1[N:32]=[CH:33][N:34]([C:8]([C:21]2[CH:26]=[CH:25][CH:24]=[CH:23][CH:22]=2)([C:15]2[CH:20]=[CH:19][CH:18]=[CH:17][CH:16]=2)[C:9]2[CH:14]=[CH:13][CH:12]=[CH:11][CH:10]=2)[CH:35]=1, predict the reactants needed to synthesize it. The reactants are: C(N(CC)CC)C.[C:8](Cl)([C:21]1[CH:26]=[CH:25][CH:24]=[CH:23][CH:22]=1)([C:15]1[CH:20]=[CH:19][CH:18]=[CH:17][CH:16]=1)[C:9]1[CH:14]=[CH:13][CH:12]=[CH:11][CH:10]=1.[CH3:28][C:29]([CH3:38])([CH:36]=[CH2:37])[CH2:30][C:31]1[N:32]=[CH:33][NH:34][CH:35]=1.[Cl-].[NH4+].